Dataset: HIV replication inhibition screening data with 41,000+ compounds from the AIDS Antiviral Screen. Task: Binary Classification. Given a drug SMILES string, predict its activity (active/inactive) in a high-throughput screening assay against a specified biological target. (1) The molecule is Cn1cnc([N+](=O)[O-])c1Sc1nnc[nH]1. The result is 0 (inactive). (2) The compound is COC1N(C2CC(F)C(CO)O2)C(=O)NC(=O)C1(C)I. The result is 1 (active). (3) The result is 0 (inactive). The compound is CC(=O)C1C(=O)C(=O)N(c2ccc([N+](=O)[O-])cc2)C1=O.[NaH]. (4) The compound is CC(=O)OCC1OC(n2c(N)c(C#N)c(C)c(C#N)c2=S)C(OC(C)=O)C(OC(C)=O)C1OC(C)=O. The result is 1 (active).